Dataset: Reaction yield outcomes from USPTO patents with 853,638 reactions. Task: Predict the reaction yield, written as a fraction of the theoretical maximum amount of product (1.0 means a 100% yield; for example, 0.34 means a 34% yield). (1) The product is [CH:29]1([C:2]2[C:7](=[O:8])[N:6]([CH2:9][C:10]3[CH:15]=[CH:14][C:13]([C:16]4[C:17]([C:22]#[N:23])=[CH:18][CH:19]=[CH:20][CH:21]=4)=[CH:12][CH:11]=3)[C:5]([CH2:24][CH2:25][CH3:26])=[N:4][C:3]=2[CH2:27][CH3:28])[CH2:31][CH2:30]1. The yield is 0.870. The catalyst is C1(C)C=CC=CC=1.O.C(OCC)(=O)C.C([O-])(=O)C.[Pd+2].C([O-])(=O)C. The reactants are Br[C:2]1[C:7](=[O:8])[N:6]([CH2:9][C:10]2[CH:15]=[CH:14][C:13]([C:16]3[C:17]([C:22]#[N:23])=[CH:18][CH:19]=[CH:20][CH:21]=3)=[CH:12][CH:11]=2)[C:5]([CH2:24][CH2:25][CH3:26])=[N:4][C:3]=1[CH2:27][CH3:28].[CH:29]1(B(O)O)[CH2:31][CH2:30]1.P([O-])([O-])([O-])=O.[K+].[K+].[K+].C1(P(C2CCCCC2)C2CCCCC2)CCCCC1. (2) The reactants are [CH:1]([N:14]1[CH2:17][CH:16]([O:18][C:19]2[CH:24]=[CH:23][CH:22]=[CH:21][C:20]=2Br)[CH2:15]1)([C:8]1[CH:13]=[CH:12][CH:11]=[CH:10][CH:9]=1)[C:2]1[CH:7]=[CH:6][CH:5]=[CH:4][CH:3]=1.[NH:26]1[CH2:31][CH2:30][NH:29][CH2:28][CH2:27]1.C1C=CC(P(C2C(C3C(P(C4C=CC=CC=4)C4C=CC=CC=4)=CC=C4C=3C=CC=C4)=C3C(C=CC=C3)=CC=2)C2C=CC=CC=2)=CC=1.CC(C)([O-])C.[Na+]. The catalyst is C1C=CC(/C=C/C(/C=C/C2C=CC=CC=2)=O)=CC=1.C1C=CC(/C=C/C(/C=C/C2C=CC=CC=2)=O)=CC=1.C1C=CC(/C=C/C(/C=C/C2C=CC=CC=2)=O)=CC=1.[Pd].[Pd].C1(C)C=CC=CC=1. The product is [CH:1]([N:14]1[CH2:17][CH:16]([O:18][C:19]2[CH:24]=[CH:23][CH:22]=[CH:21][C:20]=2[N:26]2[CH2:31][CH2:30][NH:29][CH2:28][CH2:27]2)[CH2:15]1)([C:8]1[CH:13]=[CH:12][CH:11]=[CH:10][CH:9]=1)[C:2]1[CH:7]=[CH:6][CH:5]=[CH:4][CH:3]=1. The yield is 0.650. (3) The reactants are [NH:1]([C:8]([O:10][C:11]([CH3:14])([CH3:13])[CH3:12])=[O:9])[C@H:2]([C:5]([OH:7])=[O:6])[CH2:3][OH:4].[H-].[Na+].[F:17][C:18]1[CH:23]=[CH:22][CH:21]=[C:20]([N+:24]([O-:26])=[O:25])[C:19]=1F.Cl. The catalyst is CN(C=O)C.O. The product is [C:11]([O:10][C:8]([NH:1][C@@H:2]([CH2:3][O:4][C:19]1[C:20]([N+:24]([O-:26])=[O:25])=[CH:21][CH:22]=[CH:23][C:18]=1[F:17])[C:5]([OH:7])=[O:6])=[O:9])([CH3:14])([CH3:13])[CH3:12]. The yield is 0.680.